From a dataset of Full USPTO retrosynthesis dataset with 1.9M reactions from patents (1976-2016). Predict the reactants needed to synthesize the given product. (1) Given the product [CH3:1][N:2]([CH2:19][C:20]#[CH:21])[C:3](=[O:18])[O:4][CH2:5][C@H:6]([NH:13][C:14](=[O:17])[CH2:15][N:22]=[N+:23]=[N-:24])[C:7]1[CH:12]=[CH:11][CH:10]=[CH:9][CH:8]=1, predict the reactants needed to synthesize it. The reactants are: [CH3:1][N:2]([CH2:19][C:20]#[CH:21])[C:3](=[O:18])[O:4][CH2:5][C@H:6]([NH:13][C:14](=[O:17])[CH2:15]Cl)[C:7]1[CH:12]=[CH:11][CH:10]=[CH:9][CH:8]=1.[N-:22]=[N+:23]=[N-:24].[Na+].[Cl-].[N-]=[N+]=[N-]. (2) Given the product [CH3:34][O:33][C:30]1[CH:31]=[CH:32][C:27]([NH:26][C:23]2[CH:24]=[CH:25][C:20]([NH:19][C:16]3[C:17]4[S:18][C:10]([C:2]5[S:1][CH:5]=[CH:4][CH:3]=5)=[CH:11][C:12]=4[N:13]=[CH:14][N:15]=3)=[CH:21][CH:22]=2)=[CH:28][CH:29]=1, predict the reactants needed to synthesize it. The reactants are: [S:1]1[CH:5]=[CH:4][CH:3]=[C:2]1B(O)O.Br[C:10]1[S:18][C:17]2[C:16]([NH:19][C:20]3[CH:25]=[CH:24][C:23]([NH:26][C:27]4[CH:32]=[CH:31][C:30]([O:33][CH3:34])=[CH:29][CH:28]=4)=[CH:22][CH:21]=3)=[N:15][CH:14]=[N:13][C:12]=2[CH:11]=1. (3) Given the product [I:8][C:5]1[CH:6]=[CH:7][C:2]([O:13][CH2:12][CH2:11][N:10]([CH3:14])[CH3:9])=[N:3][CH:4]=1, predict the reactants needed to synthesize it. The reactants are: Cl[C:2]1[CH:7]=[CH:6][C:5]([I:8])=[CH:4][N:3]=1.[CH3:9][N:10]([CH3:14])[CH2:11][CH2:12][OH:13].[H-].[Na+].[Cl-].[NH4+]. (4) Given the product [F:22][C:16]([F:21])([C:17]([F:18])([F:19])[F:20])[C:29]([C:30]1[CH:35]=[CH:34][CH:33]=[CH:32][CH:31]=1)([C:37]1[CH:42]=[CH:41][CH:40]=[CH:39][CH:38]=1)[OH:36], predict the reactants needed to synthesize it. The reactants are: [F:21][C:16](P([C:16]([F:22])([F:21])[C:17]([F:20])([F:19])[F:18])[C:16]([F:22])([F:21])[C:17]([F:20])([F:19])[F:18])([F:22])[C:17]([F:20])([F:19])[F:18].CC(C)([O-])C.[K+].[C:29]([C:37]1[CH:42]=[CH:41][CH:40]=[CH:39][CH:38]=1)(=[O:36])[C:30]1[CH:35]=[CH:34][CH:33]=[CH:32][CH:31]=1.Cl. (5) Given the product [CH:19]([O:18][C:11]1[CH:12]=[CH:13][CH:14]=[C:15]2[C:10]=1[O:9][C@@H:8]([CH2:7][O:6][S:2]([CH3:1])(=[O:4])=[O:3])[CH2:17][CH2:16]2)([CH3:21])[CH3:20], predict the reactants needed to synthesize it. The reactants are: [CH3:1][S:2](Cl)(=[O:4])=[O:3].[OH:6][CH2:7][C@H:8]1[CH2:17][CH2:16][C:15]2[C:10](=[C:11]([O:18][CH:19]([CH3:21])[CH3:20])[CH:12]=[CH:13][CH:14]=2)[O:9]1.